From a dataset of Catalyst prediction with 721,799 reactions and 888 catalyst types from USPTO. Predict which catalyst facilitates the given reaction. (1) Reactant: [Br:1][C:2]1[CH:3]=[C:4]([CH:6]=[CH:7][CH:8]=1)[NH2:5].Br[CH2:10][CH2:11][O:12][CH2:13][CH2:14]Br.CCN(C(C)C)C(C)C. Product: [Br:1][C:2]1[CH:3]=[C:4]([N:5]2[CH2:14][CH2:13][O:12][CH2:11][CH2:10]2)[CH:6]=[CH:7][CH:8]=1. The catalyst class is: 3. (2) Reactant: [F:1][C:2]([F:19])([F:18])[C:3]1[CH:4]=[C:5]([C:9]2[N:14]=[C:13]([CH:15]=[N:16]O)[CH:12]=[CH:11][CH:10]=2)[CH:6]=[CH:7][CH:8]=1.C(O)(=O)C. The catalyst class is: 29. Product: [F:18][C:2]([F:1])([F:19])[C:3]1[CH:4]=[C:5]([C:9]2[N:14]=[C:13]([CH2:15][NH2:16])[CH:12]=[CH:11][CH:10]=2)[CH:6]=[CH:7][CH:8]=1. (3) Reactant: C1CCC(N=C=NC2CCCCC2)CC1.[F:16][C:17]1([F:26])[CH2:22][CH2:21][CH:20]([C:23]([OH:25])=[O:24])[CH2:19][CH2:18]1.O[N:28]1[C:32](=[O:33])[CH2:31][CH2:30][C:29]1=[O:34]. Product: [F:16][C:17]1([F:26])[CH2:18][CH2:19][CH:20]([C:23]([O:25][N:28]2[C:32](=[O:33])[CH2:31][CH2:30][C:29]2=[O:34])=[O:24])[CH2:21][CH2:22]1. The catalyst class is: 1. (4) Reactant: [CH2:1]([N:8]1[C:13](=[O:14])[C:12]2=[CH:15][CH:16]=[C:17]([Cl:18])[N:11]2[N:10]=[C:9]1[CH:19]([CH:21]1[CH2:23][CH2:22]1)O)[C:2]1[CH:7]=[CH:6][CH:5]=[CH:4][CH:3]=1.[C:24]([NH:31][CH2:32][CH2:33][CH2:34][NH2:35])([O:26][C:27]([CH3:30])([CH3:29])[CH3:28])=[O:25]. The catalyst class is: 113. Product: [C:27]([O:26][C:24](=[O:25])[NH:31][CH2:32][CH2:33][CH2:34][NH:35][CH:19]([C:9]1[N:8]([CH2:1][C:2]2[CH:7]=[CH:6][CH:5]=[CH:4][CH:3]=2)[C:13](=[O:14])[C:12]2=[CH:15][CH:16]=[C:17]([Cl:18])[N:11]2[N:10]=1)[CH:21]1[CH2:23][CH2:22]1)([CH3:30])([CH3:28])[CH3:29]. (5) Reactant: [NH2:1][C:2]1[CH:7]=[C:6]([OH:8])[CH:5]=[C:4]([Cl:9])[C:3]=1[NH:10][C:11]([CH:13]1[CH2:17][CH2:16][O:15][CH2:14]1)=O.O.C1(C)C=CC(S(O)(=O)=O)=CC=1. Product: [Cl:9][C:4]1[C:3]2[NH:10][C:11]([CH:13]3[CH2:17][CH2:16][O:15][CH2:14]3)=[N:1][C:2]=2[CH:7]=[C:6]([OH:8])[CH:5]=1. The catalyst class is: 5. (6) Reactant: [C:1]([C:5]1[CH:6]=[C:7]([CH:9]=[CH:10][CH:11]=1)[NH2:8])([CH3:4])([CH3:3])[CH3:2].[N:12]1([C:18]2[N:19]=[C:20]([CH2:25][C:26]([O-])=[O:27])[NH:21][C:22](=[O:24])[CH:23]=2)[CH2:17][CH2:16][O:15][CH2:14][CH2:13]1.[Na+].O.[Cl-].COC1N=C(OC)N=C([N+]2(C)CCOCC2)N=1. Product: [CH3:3][C:1]([C:5]1[CH:6]=[C:7]([NH:8][C:26](=[O:27])[CH2:25][C:20]2[NH:21][C:22](=[O:24])[CH:23]=[C:18]([N:12]3[CH2:17][CH2:16][O:15][CH2:14][CH2:13]3)[N:19]=2)[CH:9]=[CH:10][CH:11]=1)([CH3:4])[CH3:2]. The catalyst class is: 5.